From a dataset of Full USPTO retrosynthesis dataset with 1.9M reactions from patents (1976-2016). Predict the reactants needed to synthesize the given product. (1) Given the product [F:32][C:31]1[CH:26]=[CH:27][C:28]2[N:34]=[C:23]([C:18]3[C:17]4[C:16]5[C:11](=[CH:12][CH:13]=[CH:14][CH:15]=5)[N:10]([C:7]5[CH:6]=[CH:5][C:4]([C:1]([NH2:2])=[O:3])=[CH:9][N:8]=5)[C:22]=4[CH:21]=[CH:20][CH:19]=3)[NH:33][C:29]=2[CH:30]=1, predict the reactants needed to synthesize it. The reactants are: [C:1]([C:4]1[CH:5]=[CH:6][C:7]([N:10]2[C:22]3[CH:21]=[CH:20][CH:19]=[C:18]([C:23](O)=O)[C:17]=3[C:16]3[C:11]2=[CH:12][CH:13]=[CH:14][CH:15]=3)=[N:8][CH:9]=1)(=[O:3])[NH2:2].[CH:26]1[C:31]([F:32])=[CH:30][C:29]([NH2:33])=[C:28]([NH2:34])[CH:27]=1.F[B-](F)(F)F.C(OC(C(=NOC(N(C)C)=[N+](C)C)C#N)=O)C.C(N(C(C)C)CC)(C)C. (2) Given the product [F:1][C:2]1[CH:7]=[CH:6][CH:5]=[CH:4][C:3]=1[N:8]1[C:12]([C:13]2[CH:18]=[CH:17][N:16]=[CH:15][CH:14]=2)=[C:11]([C:19]2[O:20][N:25]=[C:26]([C:27]3[CH:28]=[C:29]([CH:30]=[CH:31][CH:32]=3)[CH2:33][N:34]3[CH2:39][CH2:38][O:37][CH2:36][CH2:35]3)[N:40]=2)[N:10]=[N:9]1, predict the reactants needed to synthesize it. The reactants are: [F:1][C:2]1[CH:7]=[CH:6][CH:5]=[CH:4][C:3]=1[N:8]1[C:12]([C:13]2[CH:18]=[CH:17][N:16]=[CH:15][CH:14]=2)=[C:11]([C:19](OCC)=[O:20])[N:10]=[N:9]1.O[N:25]=[C:26]([NH2:40])[C:27]1[CH:32]=[CH:31][CH:30]=[C:29]([CH2:33][N:34]2[CH2:39][CH2:38][O:37][CH2:36][CH2:35]2)[CH:28]=1. (3) Given the product [Cl:22][C:23]1[CH:30]=[C:29]([Cl:31])[CH:28]=[CH:27][C:24]=1[CH2:25][N:5]1[CH2:6][C@H:7]([C:8]2[CH:12]=[CH:11][S:10][CH:9]=2)[C@@H:3]([CH:2]=[O:1])[CH2:4]1, predict the reactants needed to synthesize it. The reactants are: [OH:1][CH2:2][C@@H:3]1[C@@H:7]([C:8]2[CH:12]=[CH:11][S:10][CH:9]=2)[CH2:6][NH:5][CH2:4]1.C(N(C(C)C)CC)(C)C.[Cl:22][C:23]1[CH:30]=[C:29]([Cl:31])[CH:28]=[CH:27][C:24]=1[CH:25]=O.C(O[BH-](OC(=O)C)OC(=O)C)(=O)C.[Na+].C([O-])(O)=O.[Na+]. (4) Given the product [C:19]([C:21]1[CH:26]=[CH:25][C:24]([CH:27]([C:42]2[C:43](=[O:49])[CH2:44][CH2:45][CH2:46][C:6]=2[O:7][CH3:9])[NH:28][C:29]([NH:31][C:32]2[CH:37]=[C:36]([C:38]([F:39])([F:41])[F:40])[CH:35]=[CH:34][N:33]=2)=[O:30])=[CH:23][CH:22]=1)#[N:20], predict the reactants needed to synthesize it. The reactants are: F[B-](F)(F)F.[CH3:6][O+:7]([CH3:9])C.C(N(CC)C(C)C)(C)C.[C:19]([C:21]1[CH:26]=[CH:25][C:24]([CH:27]([C:42]2C(=O)[CH2:46][CH2:45][CH2:44][C:43]=2[OH:49])[NH:28][C:29]([NH:31][C:32]2[CH:37]=[C:36]([C:38]([F:41])([F:40])[F:39])[CH:35]=[CH:34][N:33]=2)=[O:30])=[CH:23][CH:22]=1)#[N:20]. (5) The reactants are: Cl.[CH3:2][N:3]([CH3:10])[CH2:4]/[CH:5]=[CH:6]/[C:7](O)=[O:8].C(Cl)(C(Cl)=O)=O.[I:17][C:18]1[C:26]2[C:21](=[N:22][CH:23]=[N:24][C:25]=2[NH:27]C(=O)OC(C)(C)C)[N:20]([C:35]2[CH:40]=[CH:39][C:38]([NH:41][CH3:42])=[CH:37][CH:36]=2)[N:19]=1.C(O)(C(F)(F)F)=O. Given the product [NH2:27][C:25]1[N:24]=[CH:23][N:22]=[C:21]2[N:20]([C:35]3[CH:36]=[CH:37][C:38]([N:41]([CH3:42])[C:7](=[O:8])/[CH:6]=[CH:5]/[CH2:4][N:3]([CH3:10])[CH3:2])=[CH:39][CH:40]=3)[N:19]=[C:18]([I:17])[C:26]=12, predict the reactants needed to synthesize it. (6) The reactants are: [F:1][C:2]([F:36])([F:35])[C:3]1[CH:4]=[C:5]([C:13]([CH3:34])([CH3:33])[C:14]([N:16]([C:18]2[CH:19]=[N:20][C:21](Cl)=[CH:22][C:23]=2[C:24]2[CH:29]=[C:28]([F:30])[CH:27]=[CH:26][C:25]=2[CH3:31])[CH3:17])=[O:15])[CH:6]=[C:7]([C:9]([F:12])([F:11])[F:10])[CH:8]=1.[CH3:37][C:38]([Si:41]([CH3:55])([CH3:54])[O:42][CH2:43][C@@H:44]1[CH2:53][N:52]2[C@H:47]([CH2:48][O:49][CH2:50][CH2:51]2)[CH2:46][NH:45]1)([CH3:40])[CH3:39].[Cl-].[OH-].[Na+]. Given the product [F:1][C:2]([F:36])([F:35])[C:3]1[CH:4]=[C:5]([C:13]([CH3:34])([CH3:33])[C:14]([N:16]([C:18]2[CH:19]=[N:20][C:21]([N:45]3[C@H:44]([CH2:43][O:42][Si:41]([C:38]([CH3:40])([CH3:39])[CH3:37])([CH3:54])[CH3:55])[CH2:53][N:52]4[C@H:47]([CH2:48][O:49][CH2:50][CH2:51]4)[CH2:46]3)=[CH:22][C:23]=2[C:24]2[CH:29]=[C:28]([F:30])[CH:27]=[CH:26][C:25]=2[CH3:31])[CH3:17])=[O:15])[CH:6]=[C:7]([C:9]([F:12])([F:11])[F:10])[CH:8]=1, predict the reactants needed to synthesize it. (7) Given the product [Cl:20][C:18]1[CH:19]=[C:14]([NH2:13])[CH:15]=[C:16]([Cl:22])[C:17]=1[O:21][C:2]1[S:3][C:4]2[CH:10]=[CH:9][CH:8]=[C:7]([O:11][CH3:12])[C:5]=2[N:6]=1, predict the reactants needed to synthesize it. The reactants are: Cl[C:2]1[S:3][C:4]2[CH:10]=[CH:9][CH:8]=[C:7]([O:11][CH3:12])[C:5]=2[N:6]=1.[NH2:13][C:14]1[CH:19]=[C:18]([Cl:20])[C:17]([OH:21])=[C:16]([Cl:22])[CH:15]=1.